Dataset: Full USPTO retrosynthesis dataset with 1.9M reactions from patents (1976-2016). Task: Predict the reactants needed to synthesize the given product. (1) The reactants are: [CH3:1][O:2][C:3]([C:5]1[N:6]([CH2:25][C:26]2[CH:31]=[CH:30][C:29]([S:32]([CH3:35])(=[O:34])=[O:33])=[CH:28][CH:27]=2)[C:7](=[O:24])[C:8]2[C:13]([C:14]=1[C:15]1[CH:20]=[CH:19][C:18]([CH:21]=[O:22])=[CH:17][CH:16]=1)=[CH:12][C:11]([Cl:23])=[CH:10][CH:9]=2)=[O:4].[CH3:36][Mg]Br.S([O-])(O)(=O)=O.[K+]. Given the product [CH3:1][O:2][C:3]([C:5]1[N:6]([CH2:25][C:26]2[CH:27]=[CH:28][C:29]([S:32]([CH3:35])(=[O:34])=[O:33])=[CH:30][CH:31]=2)[C:7](=[O:24])[C:8]2[C:13]([C:14]=1[C:15]1[CH:16]=[CH:17][C:18]([CH:21]([OH:22])[CH3:36])=[CH:19][CH:20]=1)=[CH:12][C:11]([Cl:23])=[CH:10][CH:9]=2)=[O:4], predict the reactants needed to synthesize it. (2) The reactants are: [CH2:1]([O:8][C:9]1[CH:17]=[C:16]2[C:12]([C@H:13]([CH2:25][Cl:26])[CH2:14][N:15]2C(OC(C)(C)C)=O)=[C:11]2[C:27]([CH3:30])=[CH:28][S:29][C:10]=12)[C:2]1[CH:7]=[CH:6][CH:5]=[CH:4][CH:3]=1.Cl. Given the product [CH2:1]([O:8][C:9]1[CH:17]=[C:16]2[C:12]([C@H:13]([CH2:25][Cl:26])[CH2:14][NH:15]2)=[C:11]2[C:27]([CH3:30])=[CH:28][S:29][C:10]=12)[C:2]1[CH:7]=[CH:6][CH:5]=[CH:4][CH:3]=1, predict the reactants needed to synthesize it. (3) Given the product [ClH:45].[ClH:45].[CH2:1]([C:3]1[C:11]2[C:6](=[CH:7][CH:8]=[CH:9][C:10]=2[NH:12][C:13]([C:15]2[N:19]3[CH:20]=[CH:21][CH:22]=[CH:23][C:18]3=[N:17][CH:16]=2)=[O:14])[N:5]([CH2:24][C:25]2[CH:26]=[CH:27][CH:28]=[C:29]([CH2:31][N:32]3[CH2:33][CH2:34][NH:35][CH2:36][CH2:37]3)[N:30]=2)[N:4]=1)[CH3:2], predict the reactants needed to synthesize it. The reactants are: [CH2:1]([C:3]1[C:11]2[C:6](=[CH:7][CH:8]=[CH:9][C:10]=2[NH:12][C:13]([C:15]2[N:19]3[CH:20]=[CH:21][CH:22]=[CH:23][C:18]3=[N:17][CH:16]=2)=[O:14])[N:5]([CH2:24][C:25]2[N:30]=[C:29]([CH2:31][N:32]3[CH2:37][CH2:36][N:35](C(OC(C)(C)C)=O)[CH2:34][CH2:33]3)[CH:28]=[CH:27][CH:26]=2)[N:4]=1)[CH3:2].[ClH:45]. (4) Given the product [NH2:37][C:33]1[N:32]=[CH:31][N:30]=[C:29]2[C:34]=1[N:35]=[CH:36][N:28]2[C@H:20]1[C@H:21]([OH:25])[C@H:22]([OH:23])[C@@H:18]([CH2:17][S:16]([CH2:15][CH2:14][CH2:13][CH2:12][C:10]2[NH:9][C:8]3[CH:46]=[CH:47][C:5]([C:1]([CH3:3])([CH3:4])[CH3:2])=[CH:6][C:7]=3[N:11]=2)=[O:49])[O:19]1, predict the reactants needed to synthesize it. The reactants are: [C:1]([C:5]1[CH:47]=[CH:46][C:8]2[N:9](COCC[Si](C)(C)C)[C:10]([CH2:12][CH2:13][CH2:14][CH2:15][S:16][CH2:17][C@@H:18]3[C@H:22]4[O:23]C(C)(C)[O:25][C@H:21]4[C@H:20]([N:28]4[CH:36]=[N:35][C:34]5[C:29]4=[N:30][CH:31]=[N:32][C:33]=5[NH2:37])[O:19]3)=[N:11][C:7]=2[CH:6]=1)([CH3:4])([CH3:3])[CH3:2].C(O)(C(F)(F)F)=[O:49]. (5) Given the product [C:7]([O:11][C:12]([NH:14][C@@H:15]([CH2:19][C:20]1[CH:25]=[CH:24][CH:23]=[CH:22][CH:21]=1)[C:16]([NH:35][CH2:36][C:37](=[C:39]1[CH2:44][CH2:43][CH2:42][N:41]([C:45]2[C:54]([O:55][CH3:56])=[C:53]3[C:48]([C:49](=[O:63])[C:50]([C:60]([OH:62])=[O:61])=[CH:51][N:52]3[CH:57]3[CH2:59][CH2:58]3)=[CH:47][C:46]=2[F:64])[CH2:40]1)[F:38])=[O:18])=[O:13])([CH3:8])([CH3:9])[CH3:10], predict the reactants needed to synthesize it. The reactants are: ClC(OCC)=O.[C:7]([O:11][C:12]([NH:14][C@@H:15]([CH2:19][C:20]1[CH:25]=[CH:24][CH:23]=[CH:22][CH:21]=1)[C:16]([OH:18])=O)=[O:13])([CH3:10])([CH3:9])[CH3:8].CCN(C(C)C)C(C)C.[NH2:35][CH2:36][C:37](=[C:39]1[CH2:44][CH2:43][CH2:42][N:41]([C:45]2[C:54]([O:55][CH3:56])=[C:53]3[C:48]([C:49](=[O:63])[C:50]([C:60]([OH:62])=[O:61])=[CH:51][N:52]3[CH:57]3[CH2:59][CH2:58]3)=[CH:47][C:46]=2[F:64])[CH2:40]1)[F:38].